From a dataset of Full USPTO retrosynthesis dataset with 1.9M reactions from patents (1976-2016). Predict the reactants needed to synthesize the given product. (1) Given the product [NH2:9][C:10]1[C:19]([CH3:20])=[CH:18][C:17]([Br:1])=[CH:16][C:11]=1[C:12]([O:14][CH3:15])=[O:13], predict the reactants needed to synthesize it. The reactants are: [Br:1]N1C(=O)CCC1=O.[NH2:9][C:10]1[C:19]([CH3:20])=[CH:18][CH:17]=[CH:16][C:11]=1[C:12]([O:14][CH3:15])=[O:13].ClCCl. (2) Given the product [CH2:23]([O:30][C:31]1[CH:36]=[CH:35][C:34]([CH:37]([C:40]2[CH:45]=[CH:44][CH:43]=[CH:42][C:41]=2[F:46])[CH:38]=[O:39])=[CH:33][CH:32]=1)[C:24]1[CH:25]=[CH:26][CH:27]=[CH:28][CH:29]=1, predict the reactants needed to synthesize it. The reactants are: CC(OI1(OC(C)=O)(OC(C)=O)OC(=O)C2C=CC=CC1=2)=O.[CH2:23]([O:30][C:31]1[CH:36]=[CH:35][C:34]([CH:37]([C:40]2[CH:45]=[CH:44][CH:43]=[CH:42][C:41]=2[F:46])[CH2:38][OH:39])=[CH:33][CH:32]=1)[C:24]1[CH:29]=[CH:28][CH:27]=[CH:26][CH:25]=1.C(OCC)C. (3) Given the product [N+:1]([C:4]1[CH:5]=[C:6]([C:12]2[O:13][C:14]3[CH:20]=[CH:19][C:18]([C:27]4[CH:26]=[CH:25][CH:24]=[C:23]([CH3:22])[CH:28]=4)=[CH:17][C:15]=3[N:16]=2)[CH:7]=[CH:8][C:9]=1[O:10][CH3:11])([O-:3])=[O:2], predict the reactants needed to synthesize it. The reactants are: [N+:1]([C:4]1[CH:5]=[C:6]([C:12]2[O:13][C:14]3[CH:20]=[CH:19][C:18](Br)=[CH:17][C:15]=3[N:16]=2)[CH:7]=[CH:8][C:9]=1[O:10][CH3:11])([O-:3])=[O:2].[CH3:22][C:23]1[CH:24]=[C:25](B(O)O)[CH:26]=[CH:27][CH:28]=1. (4) Given the product [Cl:5][C:6]1[CH:7]=[C:8]([CH:11]=[C:12]([O:17][CH3:16])[N:13]=1)[C:9]#[N:10], predict the reactants needed to synthesize it. The reactants are: [H-].[Na+].CO.[Cl:5][C:6]1[CH:7]=[C:8]([CH:11]=[C:12](Cl)[N:13]=1)[C:9]#[N:10].C[CH2:16][O:17]C(C)=O.CCCCCC. (5) Given the product [Cl:1][C:2]1[C:10]([F:11])=[CH:9][CH:8]=[CH:7][C:3]=1[C:4]([NH:18][CH2:17][C:16]([CH3:29])([C:19]1[CH:20]=[N:21][C:22]([C:25]([F:28])([F:27])[F:26])=[N:23][CH:24]=1)[CH2:15][CH:12]1[CH2:14][CH2:13]1)=[O:6], predict the reactants needed to synthesize it. The reactants are: [Cl:1][C:2]1[C:10]([F:11])=[CH:9][CH:8]=[CH:7][C:3]=1[C:4]([OH:6])=O.[CH:12]1([CH2:15][C:16]([CH3:29])([C:19]2[CH:20]=[N:21][C:22]([C:25]([F:28])([F:27])[F:26])=[N:23][CH:24]=2)[CH2:17][NH2:18])[CH2:14][CH2:13]1.